The task is: Binary Classification. Given a miRNA mature sequence and a target amino acid sequence, predict their likelihood of interaction.. This data is from Experimentally validated miRNA-target interactions with 360,000+ pairs, plus equal number of negative samples. Result: 0 (no interaction). The protein sequence of the target gene is MATEEAIIRIPPYHYIHVLDQNSNVSRVEVGPKTYIRQDNERVLFAPVRMVTVPPRHYCIVANPVSRDAQSSVLFDVTGQVRLRHADQEIRLAQDPFPLYPGELLEKDITPLQVVLPNTALHLKALLDFEDKNGDKVMAGDEWLFEGPGTYIPQKEVEVVEIIQATVIKQNQALRLRARKECFDRDGKERVTGEEWLVRSVGAYLPAVFEEVLDLVDAVILTEKTALHLRARQNFKDLRGVAHRTGEEWLVTVQDTEAHVPDVYEEVLGVVPITTLGPRHYCVILDPMGPDGKNQLGQKR.... The miRNA is rno-miR-375-3p with sequence UUUGUUCGUUCGGCUCGCGUGA.